This data is from Forward reaction prediction with 1.9M reactions from USPTO patents (1976-2016). The task is: Predict the product of the given reaction. (1) The product is: [C:1]([C:5]1[CH:9]=[C:8]([NH:10][C:11]([NH:13][C@@H:14]2[C:23]3[C:18](=[CH:19][CH:20]=[CH:21][CH:22]=3)[C@H:17]([O:24][C:25]3[CH:26]=[CH:27][C:28]4[N:29]([C:31]([N:34]5[C@H:35]([CH3:41])[CH2:36][CH2:37][CH2:38][C@@H:39]5[CH3:40])=[N:32][N:33]=4)[CH:30]=3)[CH2:16][CH2:15]2)=[O:12])[N:7]([C:42]2[CH:43]=[N:44][N:45]([CH2:47][CH2:48][OH:49])[CH:46]=2)[N:6]=1)([CH3:3])([CH3:4])[CH3:2]. Given the reactants [C:1]([C:5]1[CH:9]=[C:8]([NH:10][C:11]([NH:13][C@@H:14]2[C:23]3[C:18](=[CH:19][CH:20]=[CH:21][CH:22]=3)[C@H:17]([O:24][C:25]3[CH:26]=[CH:27][C:28]4[N:29]([C:31]([N:34]5[C@H:39]([CH3:40])[CH2:38][CH2:37][CH2:36][C@@H:35]5[CH3:41])=[N:32][N:33]=4)[CH:30]=3)[CH2:16][CH2:15]2)=[O:12])[N:7]([C:42]2[CH:43]=[N:44][N:45]([CH2:47][CH2:48][O:49]C3CCCCO3)[CH:46]=2)[N:6]=1)([CH3:4])([CH3:3])[CH3:2].C1(C)C=CC(S([O-])(=O)=O)=CC=1.[NH+]1C=CC=CC=1.O.C([O-])(O)=O.[Na+], predict the reaction product. (2) The product is: [Cl:6][C:7]1[C:8]2[S:15][C:14]([CH2:16][OH:17])=[CH:13][C:9]=2[N:10]=[CH:11][N:12]=1. Given the reactants [BH4-].[Na+].C(O)C.[Cl:6][C:7]1[C:8]2[S:15][C:14]([CH:16]=[O:17])=[CH:13][C:9]=2[N:10]=[CH:11][N:12]=1, predict the reaction product. (3) Given the reactants [CH:1]1[C:13]2[CH:12]([CH2:14][O:15][C:16]([N:18]3[CH2:23][C@H:22]([NH:24][C:25]([O:27][C:28]([CH3:31])([CH3:30])[CH3:29])=[O:26])[CH2:21][C@@H:20]([C:32](O)=[O:33])[CH2:19]3)=[O:17])[C:11]3[C:6](=[CH:7][CH:8]=[CH:9][CH:10]=3)[C:5]=2[CH:4]=[CH:3][CH:2]=1.[CH:35]1([NH:38][CH2:39][C:40]2[CH:45]=[CH:44][CH:43]=[C:42]([Cl:46])[C:41]=2[Cl:47])[CH2:37][CH2:36]1.C(N(C(C)C)C(C)C)C.CCCP(=O)=O, predict the reaction product. The product is: [CH:10]1[C:11]2[CH:12]([CH2:14][O:15][C:16]([N:18]3[CH2:19][C@H:20]([C:32](=[O:33])[N:38]([CH:35]4[CH2:36][CH2:37]4)[CH2:39][C:40]4[CH:45]=[CH:44][CH:43]=[C:42]([Cl:46])[C:41]=4[Cl:47])[CH2:21][C@@H:22]([NH:24][C:25]([O:27][C:28]([CH3:31])([CH3:30])[CH3:29])=[O:26])[CH2:23]3)=[O:17])[C:13]3[C:5](=[CH:4][CH:3]=[CH:2][CH:1]=3)[C:6]=2[CH:7]=[CH:8][CH:9]=1. (4) Given the reactants [NH2:1][N:2]1[C:11](=[O:12])[C:10]2[C:5](=[C:6]([CH3:15])[C:7](F)=[C:8]([F:13])[CH:9]=2)[N:4]([CH:16]2[CH2:18][CH2:17]2)[C:3]1=[O:19].[NH:20]1[CH2:24][CH2:23][CH:22]([CH2:25][C:26]#[N:27])[CH2:21]1.CN(C)C(N(C)C)=N.C(=O)(O)[O-].[Na+], predict the reaction product. The product is: [NH2:1][N:2]1[C:11](=[O:12])[C:10]2[C:5](=[C:6]([CH3:15])[C:7]([N:20]3[CH2:24][CH2:23][CH:22]([CH2:25][C:26]#[N:27])[CH2:21]3)=[C:8]([F:13])[CH:9]=2)[N:4]([CH:16]2[CH2:18][CH2:17]2)[C:3]1=[O:19]. (5) Given the reactants [C:1]([O:5][C:6]([NH:8][C@@H:9]1[CH2:13][CH2:12][C@H:11]([C:14](O)=[O:15])[CH2:10]1)=[O:7])([CH3:4])([CH3:3])[CH3:2].CCN(CC)CC.ClC(OCC(C)C)=O.[BH4-].[Na+].Cl, predict the reaction product. The product is: [OH:15][CH2:14][C@H:11]1[CH2:12][CH2:13][C@@H:9]([NH:8][C:6](=[O:7])[O:5][C:1]([CH3:3])([CH3:2])[CH3:4])[CH2:10]1. (6) Given the reactants [CH2:1]([O:3][C:4](=[O:18])[C:5]1[CH:10]=[C:9]([CH3:11])[CH:8]=[C:7]([C:12]2[CH2:16][CH2:15][CH2:14][C:13]=2Br)[CH:6]=1)[CH3:2].[F:19][C:20]([F:40])([F:39])[C:21]1[CH:22]=[CH:23][C:24]([O:30][CH2:31][C:32]2[CH:37]=[CH:36][C:35]([F:38])=[CH:34][CH:33]=2)=[C:25](B(O)O)[CH:26]=1, predict the reaction product. The product is: [CH2:1]([O:3][C:4](=[O:18])[C:5]1[CH:10]=[C:9]([CH3:11])[CH:8]=[C:7]([C:12]2[CH2:16][CH2:15][CH2:14][C:13]=2[C:23]2[CH:22]=[C:21]([C:20]([F:40])([F:19])[F:39])[CH:26]=[CH:25][C:24]=2[O:30][CH2:31][C:32]2[CH:37]=[CH:36][C:35]([F:38])=[CH:34][CH:33]=2)[CH:6]=1)[CH3:2]. (7) Given the reactants [CH2:1]([O:3][C:4](=[O:22])[C:5]([CH2:20]C)([N:7]1[C:12]2[CH:13]=[C:14]([OH:18])[C:15]([F:17])=[CH:16][C:11]=2[O:10][CH2:9][C:8]1=[O:19])C)[CH3:2].[CH:23]([N:36]1[CH2:39][C:38](OS(C)(=O)=O)([CH3:40])[CH2:37]1)([C:30]1[CH:35]=[CH:34][CH:33]=[CH:32][CH:31]=1)[C:24]1[CH:29]=[CH:28][CH:27]=[CH:26][CH:25]=1.C([O-])([O-])=O.[Cs+].[Cs+].O, predict the reaction product. The product is: [CH2:1]([O:3][C:4](=[O:22])[CH:5]([N:7]1[C:12]2[CH:13]=[C:14]([O:18][C:38]3([CH3:40])[CH2:39][N:36]([CH:23]([C:24]4[CH:29]=[CH:28][CH:27]=[CH:26][CH:25]=4)[C:30]4[CH:35]=[CH:34][CH:33]=[CH:32][CH:31]=4)[CH2:37]3)[C:15]([F:17])=[CH:16][C:11]=2[O:10][CH2:9][C:8]1=[O:19])[CH3:20])[CH3:2]. (8) Given the reactants [NH2:1][C:2]1[CH:7]=[CH:6][C:5]([CH:8]2[O:13][CH2:12][CH2:11][N:10]([C:14]([O:16][C:17]([CH3:20])([CH3:19])[CH3:18])=[O:15])[CH2:9]2)=[CH:4][C:3]=1[C:21]#[N:22].ClC(Cl)(O[C:27](=[O:33])OC(Cl)(Cl)Cl)Cl.C(=O)([O-])[O-].[Na+].[Na+].[NH2:41][C:42]1[CH:43]=[C:44]([CH:47]=[CH:48][CH:49]=1)[C:45]#[N:46], predict the reaction product. The product is: [C:17]([O:16][C:14]([N:10]1[CH2:11][CH2:12][O:13][CH:8]([C:5]2[CH:6]=[CH:7][C:2]([NH:1][C:27]([NH:41][C:42]3[CH:49]=[CH:48][CH:47]=[C:44]([C:45]#[N:46])[CH:43]=3)=[O:33])=[C:3]([C:21]#[N:22])[CH:4]=2)[CH2:9]1)=[O:15])([CH3:19])([CH3:18])[CH3:20]. (9) Given the reactants [Cl:1][C:2]1[CH:7]=[CH:6][CH:5]=[CH:4][C:3]=1[CH:8]([O:10][C:11](=[O:34])[NH:12][C:13]1[C:14]([CH3:33])=[N:15][O:16][C:17]=1[C:18]1[CH:23]=[CH:22][C:21](B2OC(C)(C)C(C)(C)O2)=[CH:20][CH:19]=1)[CH3:9].Br[C:36]1[S:37][C:38]([C:41]([O:43][CH2:44][CH3:45])=[O:42])=[CH:39][N:40]=1, predict the reaction product. The product is: [CH2:44]([O:43][C:41]([C:38]1[S:37][C:36]([C:21]2[CH:20]=[CH:19][C:18]([C:17]3[O:16][N:15]=[C:14]([CH3:33])[C:13]=3[NH:12][C:11]([O:10][CH:8]([C:3]3[CH:4]=[CH:5][CH:6]=[CH:7][C:2]=3[Cl:1])[CH3:9])=[O:34])=[CH:23][CH:22]=2)=[N:40][CH:39]=1)=[O:42])[CH3:45]. (10) Given the reactants [C:1]([C:5]1[CH:10]=[CH:9][C:8]([C:11]2[C:22]3[CH2:21][CH2:20][CH2:19][C:18]=3[CH:17]=[C:16]3[C:12]=2[CH2:13][CH:14]([CH3:24])[C:15]3=O)=[CH:7][CH:6]=1)([CH3:4])([CH3:3])[CH3:2].[H-].[Al+3].[Li+].[H-].[H-].[H-].Cl, predict the reaction product. The product is: [C:1]([C:5]1[CH:6]=[CH:7][C:8]([C:11]2[C:12]3[CH2:13][C:14]([CH3:24])=[CH:15][C:16]=3[CH:17]=[C:18]3[C:22]=2[CH2:21][CH2:20][CH2:19]3)=[CH:9][CH:10]=1)([CH3:4])([CH3:2])[CH3:3].